This data is from Catalyst prediction with 721,799 reactions and 888 catalyst types from USPTO. The task is: Predict which catalyst facilitates the given reaction. (1) The catalyst class is: 2. Product: [F:43][C:44]([F:57])([F:56])[S:45]([O:31][C:21]1[N:20]([CH2:32][C:33]([F:35])([F:36])[F:34])[N:19]=[C:18]([C@@H:11]2[CH2:12][CH2:13][C:14]([F:16])([F:17])[CH2:15][C@H:10]2[CH2:9][O:8][CH2:1][C:2]2[CH:3]=[CH:4][CH:5]=[CH:6][CH:7]=2)[C:22]=1[C:23]1[CH:28]=[CH:27][C:26]([S:29][CH3:30])=[CH:25][CH:24]=1)(=[O:47])=[O:46]. Reactant: [CH2:1]([O:8][CH2:9][C@@H:10]1[CH2:15][C:14]([F:17])([F:16])[CH2:13][CH2:12][C@H:11]1[C:18]1[C:22]([C:23]2[CH:28]=[CH:27][C:26]([S:29][CH3:30])=[CH:25][CH:24]=2)=[C:21]([OH:31])[N:20]([CH2:32][C:33]([F:36])([F:35])[F:34])[N:19]=1)[C:2]1[CH:7]=[CH:6][CH:5]=[CH:4][CH:3]=1.N1C=CC=CC=1.[F:43][C:44]([F:57])([F:56])[S:45](O[S:45]([C:44]([F:57])([F:56])[F:43])(=[O:47])=[O:46])(=[O:47])=[O:46]. (2) Reactant: [Cl:1][C:2]1[CH:43]=[CH:42][C:5]([CH2:6][NH:7][C:8]([C:10]2[C:11](=[O:41])[C:12]3[CH:28]=[C:27]([CH2:29][N:30]([CH2:32][C@@H:33]([OH:40])[C:34]4[CH:39]=[CH:38][CH:37]=[CH:36][CH:35]=4)[CH3:31])[S:26][C:13]=3[N:14]([CH2:16][CH2:17][CH2:18][O:19]C3CCCCO3)[CH:15]=2)=[O:9])=[CH:4][CH:3]=1.Cl(O)(=O)(=O)=O.C([O-])(O)=O.[Na+]. Product: [Cl:1][C:2]1[CH:3]=[CH:4][C:5]([CH2:6][NH:7][C:8]([C:10]2[C:11](=[O:41])[C:12]3[CH:28]=[C:27]([CH2:29][N:30]([CH2:32][C@@H:33]([OH:40])[C:34]4[CH:35]=[CH:36][CH:37]=[CH:38][CH:39]=4)[CH3:31])[S:26][C:13]=3[N:14]([CH2:16][CH2:17][CH2:18][OH:19])[CH:15]=2)=[O:9])=[CH:42][CH:43]=1. The catalyst class is: 1. (3) Reactant: [CH3:1][C@H:2]1[CH2:6][N:5]([S:7]([CH3:10])(=[O:9])=[O:8])[CH2:4][C@H:3]1[NH:11][C:12]1[C:13]2[N:14]([CH:21]=[C:22]([C:24]3[CH:25]=[N:26][NH:27][CH:28]=3)[CH:23]=2)[N:15]=[CH:16][C:17]=1[C:18]([NH2:20])=[O:19].C1CCN2C(=NCCC2)CC1.[CH3:40][C:41]1([CH3:44])[CH2:43][O:42]1. Product: [OH:42][C:41]([CH3:44])([CH3:43])[CH2:40][N:26]1[CH:25]=[C:24]([C:22]2[CH:23]=[C:13]3[C:12]([NH:11][C@H:3]4[C@@H:2]([CH3:1])[CH2:6][N:5]([S:7]([CH3:10])(=[O:8])=[O:9])[CH2:4]4)=[C:17]([C:18]([NH2:20])=[O:19])[CH:16]=[N:15][N:14]3[CH:21]=2)[CH:28]=[N:27]1. The catalyst class is: 382. (4) Reactant: Cl.[N+:2]([C:5]1[CH:12]=[CH:11][CH:10]=[C:9]([O:13][CH2:14][C@H:15]2[CH2:20][CH2:19][CH2:18][NH:17][CH2:16]2)[C:6]=1[C:7]#[N:8])([O-:4])=[O:3].C(N(CC)CC)C.[C:28](O)(=[O:32])[CH2:29][CH2:30][CH3:31].CCN=C=NCCCN(C)C.C1C=CC2N(O)N=NC=2C=1. Product: [C:28]([N:17]1[CH2:18][CH2:19][CH2:20][C@H:15]([CH2:14][O:13][C:9]2[CH:10]=[CH:11][CH:12]=[C:5]([N+:2]([O-:4])=[O:3])[C:6]=2[C:7]#[N:8])[CH2:16]1)(=[O:32])[CH2:29][CH2:30][CH3:31]. The catalyst class is: 59. (5) Reactant: [H-].[Na+].[NH:3]1[C:11]2[C:6](=[CH:7][C:8]([C:12]#[N:13])=[CH:9][CH:10]=2)[CH2:5][CH2:4]1.[C:14](=[S:16])=[S:15].[CH3:17]I. Product: [CH3:17][S:15][C:14]([N:3]1[C:11]2[C:6](=[CH:7][C:8]([C:12]#[N:13])=[CH:9][CH:10]=2)[CH2:5][CH2:4]1)=[S:16]. The catalyst class is: 3. (6) Reactant: [F:1][C:2]1[C:7]([F:8])=[CH:6][CH:5]=[CH:4][C:3]=1[C:9]1[N:42]=[C:12]2[CH:13]=[N:14][N:15]([CH:17]([C:22]3[CH:23]=[N:24][C:25]([C:28]4[CH:33]=[CH:32][C:31]([O:34][CH2:35][CH2:36][CH3:37])=[CH:30][C:29]=4[C:38]([F:41])([F:40])[F:39])=[CH:26][CH:27]=3)[C:18](OC)=[O:19])[CH:16]=[C:11]2[N:10]=1.C([O-])([O-])=O.[K+].[K+].CC(O)=O.[CH:53]([OH:56])([CH3:55])[CH3:54]. Product: [F:1][C:2]1[C:7]([F:8])=[CH:6][CH:5]=[CH:4][C:3]=1[C:9]1[N:42]=[C:12]2[CH:13]=[N:14][N:15]([CH:17]([C:22]3[CH:23]=[N:24][C:25]([C:28]4[CH:33]=[CH:32][C:31]([O:34][CH2:35][CH2:36][CH3:37])=[CH:30][C:29]=4[C:38]([F:41])([F:39])[F:40])=[CH:26][CH:27]=3)[C:18]([O:56][CH:53]([CH3:55])[CH3:54])=[O:19])[CH:16]=[C:11]2[N:10]=1. The catalyst class is: 25. (7) Reactant: C([O:3][C:4](=[O:39])[C:5]([C:8]1[CH:13]=[CH:12][C:11]([C:14]2[CH:19]=[CH:18][C:17]([C:20]3[O:24][N:23]=[C:22]([CH3:25])[C:21]=3[NH:26][C:27]([O:29][CH:30]([C:32]3[CH:37]=[CH:36][CH:35]=[CH:34][C:33]=3[F:38])[CH3:31])=[O:28])=[CH:16][CH:15]=2)=[CH:10][CH:9]=1)([CH3:7])[CH3:6])C.[OH-].[Li+].Cl. Product: [F:38][C:33]1[CH:34]=[CH:35][CH:36]=[CH:37][C:32]=1[CH:30]([O:29][C:27]([NH:26][C:21]1[C:22]([CH3:25])=[N:23][O:24][C:20]=1[C:17]1[CH:18]=[CH:19][C:14]([C:11]2[CH:10]=[CH:9][C:8]([C:5]([CH3:7])([CH3:6])[C:4]([OH:39])=[O:3])=[CH:13][CH:12]=2)=[CH:15][CH:16]=1)=[O:28])[CH3:31]. The catalyst class is: 5. (8) Reactant: [CH2:1]([C:5]1[N:6]=[C:7]([CH3:34])[N:8]([C:27]2[CH:32]=[CH:31][C:30]([OH:33])=[CH:29][CH:28]=2)[C:9](=[O:26])[C:10]=1[CH2:11][C:12]1[CH:17]=[CH:16][C:15]([C:18]2[C:19]([C:24]#[N:25])=[CH:20][CH:21]=[CH:22][CH:23]=2)=[CH:14][CH:13]=1)[CH2:2][CH2:3][CH3:4].Br[C:36]([CH3:43])([CH3:42])[C:37]([O:39][CH2:40][CH3:41])=[O:38].C(=O)([O-])[O-].[Cs+].[Cs+]. Product: [CH2:1]([C:5]1[N:6]=[C:7]([CH3:34])[N:8]([C:27]2[CH:32]=[CH:31][C:30]([O:33][C:36]([CH3:43])([CH3:42])[C:37]([O:39][CH2:40][CH3:41])=[O:38])=[CH:29][CH:28]=2)[C:9](=[O:26])[C:10]=1[CH2:11][C:12]1[CH:13]=[CH:14][C:15]([C:18]2[CH:23]=[CH:22][CH:21]=[CH:20][C:19]=2[C:24]#[N:25])=[CH:16][CH:17]=1)[CH2:2][CH2:3][CH3:4]. The catalyst class is: 566. (9) Reactant: [CH2:1]([C:4]([CH3:6])=[O:5])[CH2:2][CH3:3].[C:7]([O:14][CH2:15][CH3:16])(=[O:13])[C:8]([O:10]CC)=O. Product: [O:10]=[C:8]([CH2:6][C:4](=[O:5])[CH2:1][CH2:2][CH3:3])[C:7]([O:14][CH2:15][CH3:16])=[O:13]. The catalyst class is: 8. (10) The catalyst class is: 325. Product: [C:1]1([CH3:24])[CH:6]=[CH:5][CH:4]=[C:3]([C:7]2[N:8]=[C:9]3[CH2:23][CH2:22][CH2:21][N:20]([CH2:35][CH2:36][CH2:37][CH2:38][CH2:39][CH2:40][C:41]([O:43][CH2:44][CH3:45])=[O:42])[C:10]3=[N:11][C:12]=2[C:13]2[CH:18]=[CH:17][C:16]([CH3:19])=[CH:15][CH:14]=2)[CH:2]=1. Reactant: [C:1]1([CH3:24])[CH:6]=[CH:5][CH:4]=[C:3]([C:7]2[N:8]=[C:9]3[CH2:23][CH2:22][CH2:21][NH:20][C:10]3=[N:11][C:12]=2[C:13]2[CH:18]=[CH:17][C:16]([CH3:19])=[CH:15][CH:14]=2)[CH:2]=1.CCN(C(C)C)C(C)C.O=[CH:35][CH2:36][CH2:37][CH2:38][CH2:39][CH2:40][C:41]([O:43][CH2:44][CH3:45])=[O:42].C(O[BH-](OC(=O)C)OC(=O)C)(=O)C.[Na+].